Dataset: Cav3 T-type calcium channel HTS with 100,875 compounds. Task: Binary Classification. Given a drug SMILES string, predict its activity (active/inactive) in a high-throughput screening assay against a specified biological target. (1) The result is 0 (inactive). The molecule is O=C(NCCC(=O)NCCCC)c1ccc(C(C)(C)C)cc1. (2) The compound is s1c(c(cc1)C)/C=N\c1ccc(O)cc1. The result is 0 (inactive). (3) The compound is O1C(CNC(=O)c2oc3c(c2)c(nc2c3cccc2)C)COc2c1cccc2. The result is 1 (active). (4) The molecule is Fc1ccc(C(=O)N2N(CC(C2=O)(C)C)c2ccccc2)cc1. The result is 0 (inactive). (5) The molecule is S(c1n(c2ccc(F)cc2)c(nn1)C)CC(=O)NCc1occc1. The result is 0 (inactive).